Dataset: Full USPTO retrosynthesis dataset with 1.9M reactions from patents (1976-2016). Task: Predict the reactants needed to synthesize the given product. (1) Given the product [NH2:9][C:10]1[C:11]([C:17]([NH:8][C:6]2[CH:5]=[CH:4][CH:3]=[C:2]([CH3:1])[N:7]=2)=[O:18])=[N:12][C:13]([Cl:16])=[CH:14][N:15]=1, predict the reactants needed to synthesize it. The reactants are: [CH3:1][C:2]1[N:7]=[C:6]([NH2:8])[CH:5]=[CH:4][CH:3]=1.[NH2:9][C:10]1[C:11]([C:17](O)=[O:18])=[N:12][C:13]([Cl:16])=[CH:14][N:15]=1. (2) Given the product [Cl:8][C:6]1[N:5]=[CH:4][N:3]=[C:2]([NH:9][C:10]2[S:14][CH:13]=[N:12][C:11]=2[C:15]([O:17][CH2:18][CH3:19])=[O:16])[N:7]=1, predict the reactants needed to synthesize it. The reactants are: Cl[C:2]1[N:7]=[C:6]([Cl:8])[N:5]=[CH:4][N:3]=1.[NH2:9][C:10]1[S:14][CH:13]=[N:12][C:11]=1[C:15]([O:17][CH2:18][CH3:19])=[O:16].C(N(CC)C(C)C)(C)C. (3) Given the product [OH:2][C:3]1[CH:11]=[C:10]([S:12][CH3:13])[CH:9]=[CH:8][C:4]=1[C:5]([OH:7])=[O:6], predict the reactants needed to synthesize it. The reactants are: C[O:2][C:3]1[CH:11]=[C:10]([S:12][CH3:13])[CH:9]=[CH:8][C:4]=1[C:5]([OH:7])=[O:6].B(Br)(Br)Br. (4) The reactants are: [CH3:1][CH2:2][CH2:3][CH2:4][CH2:5]/[CH:6]=[CH:7]\[CH2:8][CH2:9][CH:10]([OH:20])[CH2:11][CH2:12]/[CH:13]=[CH:14]\[CH2:15][CH2:16][CH2:17][CH2:18][CH3:19].[CH3:21][S:22](Cl)(=[O:24])=[O:23].C(N(CC)CC)C. Given the product [CH3:21][S:22]([O:20][CH:10]([CH2:11][CH2:12]/[CH:13]=[CH:14]\[CH2:15][CH2:16][CH2:17][CH2:18][CH3:19])[CH2:9][CH2:8]/[CH:7]=[CH:6]\[CH2:5][CH2:4][CH2:3][CH2:2][CH3:1])(=[O:24])=[O:23], predict the reactants needed to synthesize it. (5) Given the product [NH2:1][C:2]1[C:11]2[C:6](=[C:7]([C:22]3[CH:23]=[CH:24][CH:25]=[C:26]([O:27][CH3:28])[C:21]=3[F:20])[C:8]([F:12])=[CH:9][CH:10]=2)[N:5]=[N:4][C:3]=1[C:14]([NH:16][CH:17]1[CH2:19][CH2:18]1)=[O:15], predict the reactants needed to synthesize it. The reactants are: [NH2:1][C:2]1[C:11]2[C:6](=[C:7](I)[C:8]([F:12])=[CH:9][CH:10]=2)[N:5]=[N:4][C:3]=1[C:14]([NH:16][CH:17]1[CH2:19][CH2:18]1)=[O:15].[F:20][C:21]1[C:26]([O:27][CH3:28])=[CH:25][CH:24]=[CH:23][C:22]=1B(O)O. (6) Given the product [Cl:1][C:2]1[C:3]2[N:10]([CH3:11])[CH:9]=[CH:8][C:4]=2[N:5]=[CH:6][N:7]=1, predict the reactants needed to synthesize it. The reactants are: [Cl:1][C:2]1[C:3]2[NH:10][CH:9]=[CH:8][C:4]=2[N:5]=[CH:6][N:7]=1.[CH3:11]S(OC)(=O)=O.C(=O)([O-])[O-].[K+].[K+].[Cl-].[NH4+].